This data is from Reaction yield outcomes from USPTO patents with 853,638 reactions. The task is: Predict the reaction yield, written as a fraction of the theoretical maximum amount of product (1.0 means a 100% yield; for example, 0.34 means a 34% yield). (1) The reactants are [CH3:1][CH:2]1[CH:6]([C:7]2[N:11]3[C:12]4[CH:18]=[CH:17][N:16]([CH2:19][O:20][CH2:21][CH2:22][Si:23]([CH3:26])([CH3:25])[CH3:24])[C:13]=4[N:14]=[CH:15][C:10]3=[N:9][CH:8]=2)[CH2:5][CH:4]([NH2:27])[CH2:3]1.CCN(C(C)C)C(C)C.[CH:37]1([S:40](Cl)(=[O:42])=[O:41])[CH2:39][CH2:38]1.CO. The catalyst is C(Cl)Cl. The product is [CH3:1][CH:2]1[CH:6]([C:7]2[N:11]3[C:12]4[CH:18]=[CH:17][N:16]([CH2:19][O:20][CH2:21][CH2:22][Si:23]([CH3:26])([CH3:25])[CH3:24])[C:13]=4[N:14]=[CH:15][C:10]3=[N:9][CH:8]=2)[CH2:5][CH:4]([NH:27][S:40]([CH:37]2[CH2:39][CH2:38]2)(=[O:42])=[O:41])[CH2:3]1. The yield is 0.520. (2) The reactants are C[Si]([N-][Si](C)(C)C)(C)C.[Br:10][C:11]1[CH:12]=[C:13]([C:18]2[CH:23]=[C:22]([O:24][CH3:25])[N:21]=[CH:20][C:19]=2[NH2:26])[C:14](F)=[N:15][CH:16]=1. The catalyst is C1COCC1.O. The product is [CH3:25][O:24][C:22]1[N:21]=[CH:20][C:19]2[NH:26][C:14]3[N:15]=[CH:16][C:11]([Br:10])=[CH:12][C:13]=3[C:18]=2[CH:23]=1. The yield is 0.470. (3) The reactants are [Br:1][C:2]1[CH:17]=[CH:16][C:5]2[N:6]=[C:7]([C:9]3[CH:10]=[C:11]([CH:13]=[CH:14][CH:15]=3)[NH2:12])[O:8][C:4]=2[CH:3]=1.[CH2:18]([N:20]=[C:21]=[O:22])[CH3:19].O. The catalyst is N1C=CC=CC=1. The product is [Br:1][C:2]1[CH:17]=[CH:16][C:5]2[N:6]=[C:7]([C:9]3[CH:10]=[C:11]([NH:12][C:21]([NH:20][CH2:18][CH3:19])=[O:22])[CH:13]=[CH:14][CH:15]=3)[O:8][C:4]=2[CH:3]=1. The yield is 0.860. (4) The reactants are Br[C:2]1[S:3][C:4]2[CH:10]=[C:9]([C:11]#[N:12])[CH:8]=[CH:7][C:5]=2[N:6]=1.C1COCC1.[Br-].[CH:19]1([CH2:25][Zn+])[CH2:24][CH2:23][CH2:22][CH2:21][CH2:20]1. The catalyst is [I-].C([N+](CCCC)(CCCC)CCCC)CCC.C1C=CC(/C=C/C(/C=C/C2C=CC=CC=2)=O)=CC=1.C1C=CC(/C=C/C(/C=C/C2C=CC=CC=2)=O)=CC=1.C1C=CC(/C=C/C(/C=C/C2C=CC=CC=2)=O)=CC=1.[Pd].[Pd].Cl[Pd]Cl.CN1CCCC1=O. The product is [CH:19]1([CH2:25][C:2]2[S:3][C:4]3[CH:10]=[C:9]([C:11]#[N:12])[CH:8]=[CH:7][C:5]=3[N:6]=2)[CH2:24][CH2:23][CH2:22][CH2:21][CH2:20]1. The yield is 0.570. (5) The reactants are [CH:1]1([CH2:4][C:5]([NH:7][NH:8][C:9]2[C:14]([O:15][CH3:16])=[C:13]([N:17]3[CH2:22][CH2:21][C:20]([C:24]4[CH:29]=[CH:28][C:27]([F:30])=[CH:26][CH:25]=4)([OH:23])[CH2:19][CH2:18]3)[N:12]=[CH:11][N:10]=2)=O)[CH2:3][CH2:2]1.P(Cl)(Cl)(Cl)=O. The catalyst is C(#N)C. The product is [CH:1]1([CH2:4][C:5]2[N:10]3[CH:11]=[N:12][C:13]([N:17]4[CH2:22][CH2:21][C:20]([C:24]5[CH:25]=[CH:26][C:27]([F:30])=[CH:28][CH:29]=5)([OH:23])[CH2:19][CH2:18]4)=[C:14]([O:15][CH3:16])[C:9]3=[N:8][N:7]=2)[CH2:3][CH2:2]1. The yield is 0.00300.